This data is from Full USPTO retrosynthesis dataset with 1.9M reactions from patents (1976-2016). The task is: Predict the reactants needed to synthesize the given product. (1) Given the product [C:16]1([CH:8]([NH:7][C:3]2[N:4]([C:28](=[O:30])[CH3:29])[CH2:5][CH2:6][N:2]=2)[CH2:9][C:10]2[CH:15]=[CH:14][CH:13]=[CH:12][CH:11]=2)[CH:21]=[CH:20][CH:19]=[CH:18][CH:17]=1, predict the reactants needed to synthesize it. The reactants are: I.[NH:2]1[CH2:6][CH2:5][N:4]=[C:3]1[NH:7][CH:8]([C:16]1[CH:21]=[CH:20][CH:19]=[CH:18][CH:17]=1)[CH2:9][C:10]1[CH:15]=[CH:14][CH:13]=[CH:12][CH:11]=1.C(=O)([O-])[O-].[K+].[K+].[C:28](Cl)(=[O:30])[CH3:29].C(OCC)(=O)C. (2) Given the product [CH3:18][O:17][C:12]1[CH:13]=[C:14]2[C:9](=[CH:10][CH:11]=1)[CH:8]=[C:7]([B:23]1[O:27][C:26]([CH3:29])([CH3:28])[C:25]([CH3:31])([CH3:30])[O:24]1)[CH:16]=[CH:15]2, predict the reactants needed to synthesize it. The reactants are: C([Li])(C)(C)C.Br[C:7]1[CH:16]=[CH:15][C:14]2[C:9](=[CH:10][CH:11]=[C:12]([O:17][CH3:18])[CH:13]=2)[CH:8]=1.C(O[B:23]1[O:27][C:26]([CH3:29])([CH3:28])[C:25]([CH3:31])([CH3:30])[O:24]1)(C)C. (3) Given the product [Cl:1][C:2]1[C:3]([C:9]([O:11][CH3:13])=[O:10])=[N:4][C:5]([CH3:8])=[CH:6][CH:7]=1, predict the reactants needed to synthesize it. The reactants are: [Cl:1][C:2]1[C:3]([C:9]([OH:11])=[O:10])=[N:4][C:5]([CH3:8])=[CH:6][CH:7]=1.Cl.[C:13](=O)(O)[O-].[Na+]. (4) Given the product [ClH:4].[Cl:32][C:31]1[CH:30]=[CH:29][CH:28]=[C:27]([Cl:33])[C:26]=1[CH2:25][O:24][C:21]1[CH:20]=[CH:19][C:18]([CH:14]2[O:15][CH2:16][CH2:17][NH:12][CH2:13]2)=[CH:23][CH:22]=1, predict the reactants needed to synthesize it. The reactants are: C([Cl:4])(=O)C.C(OC([N:12]1[CH2:17][CH2:16][O:15][CH:14]([C:18]2[CH:23]=[CH:22][C:21]([O:24][CH2:25][C:26]3[C:31]([Cl:32])=[CH:30][CH:29]=[CH:28][C:27]=3[Cl:33])=[CH:20][CH:19]=2)[CH2:13]1)=O)(C)(C)C. (5) Given the product [CH:31]1([CH2:30][O:29][C:22]2[CH:23]=[CH:24][C:25]([O:27][CH3:28])=[CH:26][C:21]=2[C:20]2[CH:19]=[CH:18][N:17]=[C:16]3[C:12]([C:10]([NH:9][C@H:6]4[CH2:7][CH2:8][C@H:3]([NH:2][C:35](=[O:38])[CH2:36][CH3:37])[CH2:4][CH2:5]4)=[O:11])=[C:13]([CH3:34])[NH:14][C:15]=23)[CH2:32][CH2:33]1, predict the reactants needed to synthesize it. The reactants are: Cl.[NH2:2][C@H:3]1[CH2:8][CH2:7][C@H:6]([NH:9][C:10]([C:12]2[C:16]3=[N:17][CH:18]=[CH:19][C:20]([C:21]4[CH:26]=[C:25]([O:27][CH3:28])[CH:24]=[CH:23][C:22]=4[O:29][CH2:30][CH:31]4[CH2:33][CH2:32]4)=[C:15]3[NH:14][C:13]=2[CH3:34])=[O:11])[CH2:5][CH2:4]1.[C:35](Cl)(=[O:38])[CH2:36][CH3:37]. (6) The reactants are: [NH2:1][C:2]1[CH:3]=[C:4]([C:8]2[N:9]=[CH:10][N:11]([C:13]([N:15]([CH:17]3[CH2:22][CH2:21][N:20]([C:23]4[CH:28]=[CH:27][C:26]([O:29][CH3:30])=[CH:25][CH:24]=4)[CH2:19][CH2:18]3)[CH3:16])=[O:14])[CH:12]=2)[CH:5]=[CH:6][CH:7]=1.C(N(CC)CC)C.[CH3:38][S:39](Cl)(=[O:41])=[O:40]. Given the product [CH3:30][O:29][C:26]1[CH:25]=[CH:24][C:23]([N:20]2[CH2:21][CH2:22][CH:17]([N:15]([CH3:16])[C:13]([N:11]3[CH:12]=[C:8]([C:4]4[CH:5]=[CH:6][CH:7]=[C:2]([NH:1][S:39]([CH3:38])(=[O:41])=[O:40])[CH:3]=4)[N:9]=[CH:10]3)=[O:14])[CH2:18][CH2:19]2)=[CH:28][CH:27]=1, predict the reactants needed to synthesize it. (7) Given the product [CH2:15]([O:6][C:5](=[O:7])[C:4]1[CH:8]=[CH:9][N:10]=[C:2]([Cl:1])[C:3]=1[Cl:11])[CH3:16], predict the reactants needed to synthesize it. The reactants are: [Cl:1][C:2]1[C:3]([Cl:11])=[C:4]([CH:8]=[CH:9][N:10]=1)[C:5]([OH:7])=[O:6].[H-].[Na+].I[CH2:15][CH3:16]. (8) Given the product [CH:1]([O:4][C:5]([N:7]1[CH2:12][CH2:11][CH:10]([CH:13]2[CH2:17][C:16]3[CH:18]=[C:19]([C:32]4[CH:33]=[CH:34][C:29]([CH2:28][C:26]([OH:27])=[O:25])=[CH:30][CH:31]=4)[CH:20]=[CH:21][C:15]=3[O:14]2)[CH2:9][CH2:8]1)=[O:6])([CH3:3])[CH3:2], predict the reactants needed to synthesize it. The reactants are: [CH:1]([O:4][C:5]([N:7]1[CH2:12][CH2:11][CH:10]([CH:13]2[CH2:17][C:16]3[CH:18]=[C:19](Br)[CH:20]=[CH:21][C:15]=3[O:14]2)[CH2:9][CH2:8]1)=[O:6])([CH3:3])[CH3:2].C([O:25][C:26]([CH2:28][C:29]1[CH:34]=[CH:33][C:32](B(O)O)=[CH:31][CH:30]=1)=[O:27])C. (9) Given the product [Cl:15][C:16]1[C:17]([C:18](=[O:19])[C:2]#[C:1][C:3]2[CH:8]=[CH:7][CH:6]=[C:5]([F:9])[CH:4]=2)=[CH:24][CH:25]=[CH:26][N:27]=1, predict the reactants needed to synthesize it. The reactants are: [C:1]([C:3]1[CH:8]=[CH:7][CH:6]=[C:5]([F:9])[CH:4]=1)#[CH:2].[Li]CCCC.[Cl:15][C:16]1[N:27]=[CH:26][CH:25]=[CH:24][C:17]=1[C:18](N(OC)C)=[O:19]. (10) Given the product [Cl:23][C:24]1[CH:25]=[N:26][CH:27]=[C:28]([Cl:49])[C:29]=1[NH:30][C:31]1[C:40]2[C:35](=[C:36]([O:43][CH2:44][C:45]([NH2:3])=[O:47])[C:37]([O:41][CH3:42])=[CH:38][CH:39]=2)[O:34][C:33](=[O:48])[CH:32]=1, predict the reactants needed to synthesize it. The reactants are: CC[N:3]=C=NCCCN(C)C.Cl.C1C=CC2N(O)N=NC=2C=1.[Cl:23][C:24]1[CH:25]=[N:26][CH:27]=[C:28]([Cl:49])[C:29]=1[NH:30][C:31]1[C:40]2[C:35](=[C:36]([O:43][CH2:44][C:45]([OH:47])=O)[C:37]([O:41][CH3:42])=[CH:38][CH:39]=2)[O:34][C:33](=[O:48])[CH:32]=1.N.